This data is from Forward reaction prediction with 1.9M reactions from USPTO patents (1976-2016). The task is: Predict the product of the given reaction. Given the reactants C(OC(=O)[NH:7][C:8]1[CH:13]=[CH:12][C:11]([O:14][CH3:15])=[CH:10][C:9]=1[O:16][CH2:17][CH2:18][CH2:19][Br:20])(C)(C)C.C(O)(C(F)(F)F)=O, predict the reaction product. The product is: [Br:20][CH2:19][CH2:18][CH2:17][O:16][C:9]1[CH:10]=[C:11]([O:14][CH3:15])[CH:12]=[CH:13][C:8]=1[NH2:7].